Dataset: NCI-60 drug combinations with 297,098 pairs across 59 cell lines. Task: Regression. Given two drug SMILES strings and cell line genomic features, predict the synergy score measuring deviation from expected non-interaction effect. Drug 1: CC1=C(C(CCC1)(C)C)C=CC(=CC=CC(=CC(=O)O)C)C. Drug 2: CNC(=O)C1=NC=CC(=C1)OC2=CC=C(C=C2)NC(=O)NC3=CC(=C(C=C3)Cl)C(F)(F)F. Cell line: PC-3. Synergy scores: CSS=6.81, Synergy_ZIP=7.68, Synergy_Bliss=5.80, Synergy_Loewe=5.68, Synergy_HSA=4.04.